From a dataset of Reaction yield outcomes from USPTO patents with 853,638 reactions. Predict the reaction yield, written as a fraction of the theoretical maximum amount of product (1.0 means a 100% yield; for example, 0.34 means a 34% yield). The reactants are [NH2:1][C:2]1[CH:3]=[C:4]([N:17]([CH3:24])[C:18](=[O:23])[C:19]([F:22])([F:21])[F:20])[CH:5]=[CH:6][C:7]=1[NH:8][CH2:9][CH2:10][C:11]1[CH:12]=[N:13][CH:14]=[CH:15][CH:16]=1.[CH3:25][O:26][C:27]([NH:29]NC(=N[NH:29][C:27]([O:26][CH3:25])=[O:28])SC)=[O:28].[C:40]1(C)C=CC(S(O)(=O)=O)=CC=1. The catalyst is CO. The product is [CH3:25][O:26][C:27](=[O:28])[NH:29][C:40]1[N:8]([CH2:9][CH2:10][C:11]2[CH:12]=[N:13][CH:14]=[CH:15][CH:16]=2)[C:7]2[CH:6]=[CH:5][C:4]([N:17]([CH3:24])[C:18](=[O:23])[C:19]([F:22])([F:20])[F:21])=[CH:3][C:2]=2[N:1]=1. The yield is 0.850.